Dataset: NCI-60 drug combinations with 297,098 pairs across 59 cell lines. Task: Regression. Given two drug SMILES strings and cell line genomic features, predict the synergy score measuring deviation from expected non-interaction effect. Drug 1: C1C(C(OC1N2C=C(C(=O)NC2=O)F)CO)O. Drug 2: CN(CCCl)CCCl.Cl. Cell line: IGROV1. Synergy scores: CSS=13.1, Synergy_ZIP=-6.32, Synergy_Bliss=0.381, Synergy_Loewe=-0.586, Synergy_HSA=-0.339.